Task: Regression. Given two drug SMILES strings and cell line genomic features, predict the synergy score measuring deviation from expected non-interaction effect.. Dataset: NCI-60 drug combinations with 297,098 pairs across 59 cell lines Drug 1: C1CC(=O)NC(=O)C1N2CC3=C(C2=O)C=CC=C3N. Drug 2: CC1C(C(CC(O1)OC2CC(CC3=C2C(=C4C(=C3O)C(=O)C5=C(C4=O)C(=CC=C5)OC)O)(C(=O)C)O)N)O.Cl. Cell line: SK-OV-3. Synergy scores: CSS=21.8, Synergy_ZIP=-1.19, Synergy_Bliss=8.96, Synergy_Loewe=10.3, Synergy_HSA=10.4.